This data is from Full USPTO retrosynthesis dataset with 1.9M reactions from patents (1976-2016). The task is: Predict the reactants needed to synthesize the given product. (1) Given the product [CH3:30][N:28]([CH3:29])[CH:22]1[CH2:21][CH:20]([CH3:31])[O:19][CH:18]([O:17][CH:10]2[CH2:11][CH2:12][CH2:13][CH2:14][CH2:15][CH2:16][CH:5]([OH:4])[CH2:6][CH2:7][CH2:8][CH2:9]2)[CH:23]1[OH:24], predict the reactants needed to synthesize it. The reactants are: C([O:4][CH:5]1[CH2:16][CH2:15][CH2:14][CH2:13][CH2:12][CH2:11][CH:10]([O:17][C@H:18]2[C@H:23]([O:24]C(=O)C)[C@@H:22]([N:28]([CH3:30])[CH3:29])[CH2:21][C@@H:20]([CH3:31])[O:19]2)[CH2:9][CH2:8][CH2:7][CH2:6]1)(=O)C.C(O)(=O)C.C([O-])([O-])=O.[K+].[K+]. (2) Given the product [OH:21][C@H:19]([CH3:20])[CH2:18][O:17][C:13]1[CH:12]=[C:11]2[C:16]([C:7]([O:6][C:5]3[CH:4]=[CH:3][C:2]([NH:1][C:31]([C:28]4[C:27](=[O:34])[N:26]([C:35]5[CH:36]=[CH:37][CH:38]=[CH:39][CH:40]=5)[N:25]([CH3:24])[C:29]=4[CH3:30])=[O:32])=[CH:23][CH:22]=3)=[CH:8][CH:9]=[N:10]2)=[CH:15][CH:14]=1, predict the reactants needed to synthesize it. The reactants are: [NH2:1][C:2]1[CH:23]=[CH:22][C:5]([O:6][C:7]2[C:16]3[C:11](=[CH:12][C:13]([O:17][CH2:18][C@H:19]([OH:21])[CH3:20])=[CH:14][CH:15]=3)[N:10]=[CH:9][CH:8]=2)=[CH:4][CH:3]=1.[CH3:24][N:25]1[C:29]([CH3:30])=[C:28]([C:31](O)=[O:32])[C:27](=[O:34])[N:26]1[C:35]1[CH:40]=[CH:39][CH:38]=[CH:37][CH:36]=1.C1C=NC2N(O)N=NC=2C=1.CCN=C=NCCCN(C)C. (3) Given the product [Cl:15][C:8]1[C:7]2[C:12](=[CH:13][CH:14]=[C:5]([OH:4])[CH:6]=2)[N:11]=[CH:10][N:9]=1, predict the reactants needed to synthesize it. The reactants are: C([O:4][C:5]1[CH:6]=[C:7]2[C:12](=[CH:13][CH:14]=1)[N:11]=[CH:10][N:9]=[C:8]2[Cl:15])(=O)C.